From a dataset of NCI-60 drug combinations with 297,098 pairs across 59 cell lines. Regression. Given two drug SMILES strings and cell line genomic features, predict the synergy score measuring deviation from expected non-interaction effect. (1) Drug 1: CN(C)N=NC1=C(NC=N1)C(=O)N. Drug 2: CC1C(C(=O)NC(C(=O)N2CCCC2C(=O)N(CC(=O)N(C(C(=O)O1)C(C)C)C)C)C(C)C)NC(=O)C3=C4C(=C(C=C3)C)OC5=C(C(=O)C(=C(C5=N4)C(=O)NC6C(OC(=O)C(N(C(=O)CN(C(=O)C7CCCN7C(=O)C(NC6=O)C(C)C)C)C)C(C)C)C)N)C. Cell line: HOP-62. Synergy scores: CSS=-1.94, Synergy_ZIP=0.511, Synergy_Bliss=1.98, Synergy_Loewe=-2.60, Synergy_HSA=-1.44. (2) Drug 1: CN1CCC(CC1)COC2=C(C=C3C(=C2)N=CN=C3NC4=C(C=C(C=C4)Br)F)OC. Drug 2: C1=CC(=CC=C1CCC2=CNC3=C2C(=O)NC(=N3)N)C(=O)NC(CCC(=O)O)C(=O)O. Cell line: MDA-MB-435. Synergy scores: CSS=13.7, Synergy_ZIP=-0.369, Synergy_Bliss=7.32, Synergy_Loewe=-22.8, Synergy_HSA=5.48. (3) Cell line: NCI/ADR-RES. Synergy scores: CSS=2.49, Synergy_ZIP=-2.50, Synergy_Bliss=-0.730, Synergy_Loewe=-3.88, Synergy_HSA=-4.34. Drug 1: CC(C)(C#N)C1=CC(=CC(=C1)CN2C=NC=N2)C(C)(C)C#N. Drug 2: CC1CCCC2(C(O2)CC(NC(=O)CC(C(C(=O)C(C1O)C)(C)C)O)C(=CC3=CSC(=N3)C)C)C. (4) Drug 1: C1CNP(=O)(OC1)N(CCCl)CCCl. Drug 2: CC12CCC3C(C1CCC2OP(=O)(O)O)CCC4=C3C=CC(=C4)OC(=O)N(CCCl)CCCl.[Na+]. Cell line: SK-OV-3. Synergy scores: CSS=-0.315, Synergy_ZIP=3.98, Synergy_Bliss=2.68, Synergy_Loewe=-8.90, Synergy_HSA=-7.46. (5) Drug 1: C1CCC(C1)C(CC#N)N2C=C(C=N2)C3=C4C=CNC4=NC=N3. Drug 2: CC(CN1CC(=O)NC(=O)C1)N2CC(=O)NC(=O)C2. Cell line: KM12. Synergy scores: CSS=39.1, Synergy_ZIP=-4.71, Synergy_Bliss=-3.93, Synergy_Loewe=-2.40, Synergy_HSA=-0.319. (6) Drug 1: COC1=C(C=C2C(=C1)N=CN=C2NC3=CC(=C(C=C3)F)Cl)OCCCN4CCOCC4. Drug 2: C1CNP(=O)(OC1)N(CCCl)CCCl. Cell line: SK-MEL-28. Synergy scores: CSS=15.7, Synergy_ZIP=-2.56, Synergy_Bliss=1.38, Synergy_Loewe=-9.67, Synergy_HSA=1.32. (7) Drug 1: C1=C(C(=O)NC(=O)N1)F. Drug 2: C1C(C(OC1N2C=NC3=C2NC=NCC3O)CO)O. Cell line: ACHN. Synergy scores: CSS=41.7, Synergy_ZIP=1.25, Synergy_Bliss=0.314, Synergy_Loewe=0.800, Synergy_HSA=2.06. (8) Drug 1: CCC(=C(C1=CC=CC=C1)C2=CC=C(C=C2)OCCN(C)C)C3=CC=CC=C3.C(C(=O)O)C(CC(=O)O)(C(=O)O)O. Drug 2: CCCCCOC(=O)NC1=NC(=O)N(C=C1F)C2C(C(C(O2)C)O)O. Cell line: A498. Synergy scores: CSS=6.13, Synergy_ZIP=-2.81, Synergy_Bliss=-0.0943, Synergy_Loewe=-1.49, Synergy_HSA=-0.399. (9) Drug 1: CCCCCOC(=O)NC1=NC(=O)N(C=C1F)C2C(C(C(O2)C)O)O. Drug 2: CS(=O)(=O)OCCCCOS(=O)(=O)C. Cell line: CCRF-CEM. Synergy scores: CSS=26.4, Synergy_ZIP=-8.40, Synergy_Bliss=-2.91, Synergy_Loewe=-7.74, Synergy_HSA=-2.60. (10) Drug 1: C1CN(CCN1C(=O)CCBr)C(=O)CCBr. Drug 2: CC1=C(C(=O)C2=C(C1=O)N3CC4C(C3(C2COC(=O)N)OC)N4)N. Cell line: SF-268. Synergy scores: CSS=20.7, Synergy_ZIP=-6.32, Synergy_Bliss=1.22, Synergy_Loewe=-3.92, Synergy_HSA=0.648.